This data is from Forward reaction prediction with 1.9M reactions from USPTO patents (1976-2016). The task is: Predict the product of the given reaction. Given the reactants [C:1]([N:8]1[CH:12]=[CH:11][N:10]=[CH:9]1)([N:3]1[CH:7]=[CH:6][N:5]=[CH:4]1)=O.NC1C=CN=CN=1.[O:20]1CCOCC1.[F:26][C:27]([F:47])([F:46])[CH:28]1[CH2:33][CH2:32][CH2:31][CH:30]([C:34]2[CH:35]=[CH:36][C:37]3[N:43]4C[C@H]([CH2:41][CH2:42]4)N[C:38]=3[N:45]=2)[CH2:29]1, predict the reaction product. The product is: [N:10]1[CH:11]=[CH:12][C:1]([NH:3][C:4]([N:5]2[C@@H:6]3[CH2:7][N:43]([CH2:42][CH2:41]3)[C:37]3[CH:36]=[CH:35][C:34]([CH:30]4[CH2:31][CH2:32][CH2:33][CH:28]([C:27]([F:47])([F:46])[F:26])[CH2:29]4)=[N:45][C:38]2=3)=[O:20])=[N:8][CH:9]=1.